From a dataset of Catalyst prediction with 721,799 reactions and 888 catalyst types from USPTO. Predict which catalyst facilitates the given reaction. (1) Reactant: CN(C(ON1N=NC2C=CC=NC1=2)=[N+](C)C)C.F[P-](F)(F)(F)(F)F.[C:25]1([C:31](=[N:38][CH2:39][C:40]2([C:55]([OH:57])=O)[CH2:45][CH2:44][N:43]([C:46]3[C:47]4[CH:54]=[CH:53][NH:52][C:48]=4[N:49]=[CH:50][N:51]=3)[CH2:42][CH2:41]2)[C:32]2[CH:37]=[CH:36][CH:35]=[CH:34][CH:33]=2)[CH:30]=[CH:29][CH:28]=[CH:27][CH:26]=1.Cl.[Br:59][C:60]1[S:64][C:63]([CH2:65][NH2:66])=[CH:62][CH:61]=1.CCN(C(C)C)C(C)C. Product: [Br:59][C:60]1[S:64][C:63]([CH2:65][NH:66][C:55]([C:40]2([CH2:39][N:38]=[C:31]([C:25]3[CH:26]=[CH:27][CH:28]=[CH:29][CH:30]=3)[C:32]3[CH:37]=[CH:36][CH:35]=[CH:34][CH:33]=3)[CH2:41][CH2:42][N:43]([C:46]3[C:47]4[CH:54]=[CH:53][NH:52][C:48]=4[N:49]=[CH:50][N:51]=3)[CH2:44][CH2:45]2)=[O:57])=[CH:62][CH:61]=1. The catalyst class is: 474. (2) Reactant: [C:1]([O:5][C:6]([N:8]1[CH2:13][CH2:12][N+:11]([O-])([C:14]2[CH:19]=[CH:18][CH:17]=[C:16]([N:20]3[CH2:29][C@H:28]4[N:24]([CH2:25][CH2:26][CH2:27]4)[C:23]4[N:30]=[C:31]([NH:34][CH2:35][CH3:36])[N:32]=[CH:33][C:22]=4[C:21]3=[O:37])[CH:15]=2)[CH2:10][CH2:9]1)=[O:7])([CH3:4])([CH3:3])[CH3:2].[H][H]. Product: [C:1]([O:5][C:6]([N:8]1[CH2:13][CH2:12][N:11]([C:14]2[CH:15]=[C:16]([N:20]3[CH2:29][C@H:28]4[N:24]([CH2:25][CH2:26][CH2:27]4)[C:23]4[N:30]=[C:31]([NH:34][CH2:35][CH3:36])[N:32]=[CH:33][C:22]=4[C:21]3=[O:37])[CH:17]=[CH:18][CH:19]=2)[CH2:10][CH2:9]1)=[O:7])([CH3:4])([CH3:3])[CH3:2]. The catalyst class is: 29. (3) Reactant: Cl[C:2]1[C:11]2[C:6](=[CH:7][CH:8]=[CH:9][CH:10]=2)[C:5](=[O:12])[NH:4][N:3]=1.[NH:13]1[CH2:18][CH2:17][O:16][CH2:15][CH2:14]1.C(O)CO. Product: [O:16]1[CH2:17][CH2:18][N:13]([C:2]2[C:11]3[C:6](=[CH:7][CH:8]=[CH:9][CH:10]=3)[C:5](=[O:12])[NH:4][N:3]=2)[CH2:14][CH2:15]1. The catalyst class is: 25. (4) Reactant: C([O:3][C:4](=[O:21])[CH2:5][N:6]1[CH:10]=[C:9]([C:11]2[CH:16]=[CH:15][CH:14]=[CH:13][CH:12]=2)[N:8]([CH:17]2[CH2:19][CH2:18]2)[C:7]1=[O:20])C.[OH-].[K+]. Product: [CH:17]1([N:8]2[C:9]([C:11]3[CH:16]=[CH:15][CH:14]=[CH:13][CH:12]=3)=[CH:10][N:6]([CH2:5][C:4]([OH:21])=[O:3])[C:7]2=[O:20])[CH2:19][CH2:18]1. The catalyst class is: 5.